Task: Predict which catalyst facilitates the given reaction.. Dataset: Catalyst prediction with 721,799 reactions and 888 catalyst types from USPTO (1) Reactant: [OH:1][C:2]1[C:7]2[N:8]=[C:9]([NH:11][C:12](=[O:14])[CH3:13])[S:10][C:6]=2[CH:5]=[CH:4][CH:3]=1.[H-].[Na+].[C:17]([O:21][C:22](=[O:41])[NH:23][C:24]1[CH:29]=[C:28]([C:30]([F:33])([F:32])[F:31])[CH:27]=[CH:26][C:25]=1[C:34]1[CH:39]=[C:38](Cl)[N:37]=[CH:36][N:35]=1)([CH3:20])([CH3:19])[CH3:18]. The catalyst class is: 3. Product: [C:17]([O:21][C:22](=[O:41])[NH:23][C:24]1[CH:29]=[C:28]([C:30]([F:32])([F:31])[F:33])[CH:27]=[CH:26][C:25]=1[C:34]1[CH:39]=[C:38]([O:1][C:2]2[C:7]3[N:8]=[C:9]([NH:11][C:12](=[O:14])[CH3:13])[S:10][C:6]=3[CH:5]=[CH:4][CH:3]=2)[N:37]=[CH:36][N:35]=1)([CH3:20])([CH3:18])[CH3:19]. (2) The catalyst class is: 4. Product: [CH3:5][CH:4]([CH3:19])[CH2:3][CH2:2][O:1][C:2]1[CH:3]=[C:4]([CH:19]=[CH:20][CH:21]=1)[CH2:5][NH:6][C:7]([C:9]1[CH:10]=[C:11]2[C:16](=[CH:17][CH:18]=1)[N:15]=[CH:14][CH:13]=[CH:12]2)=[O:8]. Reactant: [OH:1][C:2]1[CH:3]=[C:4]([CH:19]=[CH:20][CH:21]=1)[CH2:5][NH:6][C:7]([C:9]1[CH:10]=[C:11]2[C:16](=[CH:17][CH:18]=1)[N:15]=[CH:14][CH:13]=[CH:12]2)=[O:8].CN(C)C=O.C(=O)([O-])[O-].[K+].[K+].O. (3) Reactant: [CH2:1]([NH:3][C:4](=[O:34])[NH:5][C:6]1[CH:11]=[CH:10][C:9]([C:12]2[N:13]=[C:14]([N:28]3[CH2:33][CH2:32][O:31][CH2:30][CH2:29]3)[C:15]3[CH2:20][N:19](C(OC(C)(C)C)=O)[CH2:18][C:16]=3[N:17]=2)=[CH:8][CH:7]=1)[CH3:2].C(O)(C(F)(F)F)=O.C(O)(C)C.C(=O)([O-])[O-]. Product: [CH2:1]([NH:3][C:4]([NH:5][C:6]1[CH:11]=[CH:10][C:9]([C:12]2[N:13]=[C:14]([N:28]3[CH2:29][CH2:30][O:31][CH2:32][CH2:33]3)[C:15]3[CH2:20][NH:19][CH2:18][C:16]=3[N:17]=2)=[CH:8][CH:7]=1)=[O:34])[CH3:2]. The catalyst class is: 426. (4) Reactant: [C:1]([C:3]1[CH:4]=[C:5]2[C:9](=[CH:10][CH:11]=1)[N:8]([CH2:12][C:13]([O:15]C)=[O:14])[C:7]([CH3:17])=[C:6]2[C:18]1[C:27]2[C:22](=[C:23]([CH3:28])[CH:24]=[CH:25][CH:26]=2)[N:21]=[CH:20][CH:19]=1)#[N:2].[OH-].[Li+]. Product: [C:1]([C:3]1[CH:4]=[C:5]2[C:9](=[CH:10][CH:11]=1)[N:8]([CH2:12][C:13]([OH:15])=[O:14])[C:7]([CH3:17])=[C:6]2[C:18]1[C:27]2[C:22](=[C:23]([CH3:28])[CH:24]=[CH:25][CH:26]=2)[N:21]=[CH:20][CH:19]=1)#[N:2]. The catalyst class is: 20. (5) Reactant: [CH:1]1([C:7]2[C:15]3[C:10](=[CH:11][C:12]([C:16]([O:18][CH3:19])=[O:17])=[CH:13][CH:14]=3)[NH:9][C:8]=2[C:20]2[CH:25]=[CH:24][CH:23]=[CH:22][CH:21]=2)[CH2:6][CH2:5][CH2:4][CH:3]=[CH:2]1. Product: [CH:1]1([C:7]2[C:15]3[C:10](=[CH:11][C:12]([C:16]([O:18][CH3:19])=[O:17])=[CH:13][CH:14]=3)[NH:9][C:8]=2[C:20]2[CH:25]=[CH:24][CH:23]=[CH:22][CH:21]=2)[CH2:6][CH2:5][CH2:4][CH2:3][CH2:2]1. The catalyst class is: 19. (6) Reactant: [CH3:1][S:2](Cl)(=[O:4])=[O:3].[CH2:6]([O:8][C:9](=[O:26])[C:10]([O:13][C:14]1[CH:19]=[CH:18][C:17]([O:20][CH2:21][CH2:22][CH:23]([OH:25])[CH3:24])=[CH:16][CH:15]=1)([CH3:12])[CH3:11])[CH3:7]. Product: [CH2:6]([O:8][C:9](=[O:26])[C:10]([O:13][C:14]1[CH:15]=[CH:16][C:17]([O:20][CH2:21][CH2:22][CH:23]([O:25][S:2]([CH3:1])(=[O:4])=[O:3])[CH3:24])=[CH:18][CH:19]=1)([CH3:12])[CH3:11])[CH3:7]. The catalyst class is: 2. (7) Reactant: [CH:1]([C:3]1[CH:4]=[C:5]([C:11]2[CH:16]=[CH:15][N:14]=[C:13]([C:17]#[N:18])[CH:12]=2)[C:6]([O:9][CH3:10])=[N:7][CH:8]=1)=O.[Cl:19]C1C=C(C2C(OC)=NC=C(C=O)C=2)C=CN=1.C([Zn]C#N)#N. Product: [Cl:19][CH2:1][C:3]1[CH:4]=[C:5]([C:11]2[CH:16]=[CH:15][N:14]=[C:13]([C:17]#[N:18])[CH:12]=2)[C:6]([O:9][CH3:10])=[N:7][CH:8]=1. The catalyst class is: 455.